From a dataset of Full USPTO retrosynthesis dataset with 1.9M reactions from patents (1976-2016). Predict the reactants needed to synthesize the given product. (1) The reactants are: [C:1]([O:5][C:6](=[O:34])[NH:7][C:8]([C:10]1[S:11][C:12]([S:32][CH3:33])=[C:13]([S:15]([C:18]2[CH:19]=[C:20]([C:24]3[CH:29]=[CH:28][C:27]([NH2:30])=[CH:26][C:25]=3[CH3:31])[CH:21]=[CH:22][CH:23]=2)(=[O:17])=[O:16])[CH:14]=1)=[NH:9])([CH3:4])([CH3:3])[CH3:2].C(=O)([O-])[O-].[Cs+].[Cs+].[CH2:41]([O:43][P:44]([CH2:49]OS(C(F)(F)F)(=O)=O)([O:46][CH2:47][CH3:48])=[O:45])[CH3:42]. Given the product [CH2:41]([O:43][P:44]([CH2:49][NH:30][C:27]1[CH:28]=[CH:29][C:24]([C:20]2[CH:21]=[CH:22][CH:23]=[C:18]([S:15]([C:13]3[CH:14]=[C:10]([C:8]([NH:7][C:6]([O:5][C:1]([CH3:4])([CH3:3])[CH3:2])=[O:34])=[NH:9])[S:11][C:12]=3[S:32][CH3:33])(=[O:17])=[O:16])[CH:19]=2)=[C:25]([CH3:31])[CH:26]=1)(=[O:45])[O:46][CH2:47][CH3:48])[CH3:42], predict the reactants needed to synthesize it. (2) Given the product [CH2:56]([O:55][C@H:53]1[CH2:52][N:51]([C:59]([O:61][C:62]([CH3:65])([CH3:64])[CH3:63])=[O:60])[C@@H:50]([C@@H:41]([O:42][Si:43]([C:46]([CH3:48])([CH3:49])[CH3:47])([CH3:44])[CH3:45])[C@@H:37]([C:38]([O:40][CH2:5][C:4]2[CH:28]=[CH:29][CH:30]=[CH:2][CH:3]=2)=[O:39])[CH2:36][C:35]2[CH:66]=[C:67]([F:69])[CH:68]=[C:33]([F:32])[CH:34]=2)[CH2:54]1)[CH:57]=[CH2:58], predict the reactants needed to synthesize it. The reactants are: F[C:2]1[CH:3]=[C:4]([CH:28]=[C:29](F)[CH:30]=1)[CH2:5][C@@H]([C@@H]([C@H]1C[C@@H](OCC=C)CN1C(OC(C)(C)C)=O)O)C(O)=O.[F:32][C:33]1[CH:34]=[C:35]([CH:66]=[C:67]([F:69])[CH:68]=1)[CH2:36][C@@H:37]([C@@H:41]([C@H:50]1[CH2:54][C@@H:53]([O:55][CH2:56][CH:57]=[CH2:58])[CH2:52][N:51]1[C:59]([O:61][C:62]([CH3:65])([CH3:64])[CH3:63])=[O:60])[O:42][Si:43]([C:46]([CH3:49])([CH3:48])[CH3:47])([CH3:45])[CH3:44])[C:38]([OH:40])=[O:39].FC1C=C(C=C(F)C=1)C[C@H](C(N1[C@@H](CC2C=CC=CC=2)COC1=O)=O)[C@@H]([C@H]1C[C@@H](OCC=C)CN1C(OC(C)(C)C)=O)O.CCN(C(C)C)C(C)C.O([Si](C(C)(C)C)(C)C)S(C(F)(F)F)(=O)=O.OO.[OH-].[Li+]. (3) Given the product [F:1][C@@H:2]1[CH2:6][N:5]([C:7]2[CH:12]=[CH:11][N:10]3[N:13]=[CH:14][C:15]([NH:52][C:32]([NH2:28])=[O:55])=[C:9]3[CH:8]=2)[C@@H:4]([C:19]2[CH:24]=[CH:23][CH:22]=[C:21]([F:25])[CH:20]=2)[CH2:3]1, predict the reactants needed to synthesize it. The reactants are: [F:1][C@@H:2]1[CH2:6][N:5]([C:7]2[CH:12]=[CH:11][N:10]3[N:13]=[CH:14][C:15](C(O)=O)=[C:9]3[CH:8]=2)[C@@H:4]([C:19]2[CH:24]=[CH:23][CH:22]=[C:21]([F:25])[CH:20]=2)[CH2:3]1.CC[N:28]([CH:32](C)C)C(C)C.C1C=CC(P(N=[N+]=[N-])(C2C=CC=CC=2)=O)=CC=1.[NH4+:52].[Cl-].[NH4+].[OH-:55].